From a dataset of Peptide-MHC class I binding affinity with 185,985 pairs from IEDB/IMGT. Regression. Given a peptide amino acid sequence and an MHC pseudo amino acid sequence, predict their binding affinity value. This is MHC class I binding data. (1) The peptide sequence is RRGKANKPR. The MHC is HLA-B15:09 with pseudo-sequence HLA-B15:09. The binding affinity (normalized) is 0.0847. (2) The peptide sequence is YADILLHSTYF. The MHC is Mamu-B08 with pseudo-sequence Mamu-B08. The binding affinity (normalized) is 0.